This data is from Reaction yield outcomes from USPTO patents with 853,638 reactions. The task is: Predict the reaction yield, written as a fraction of the theoretical maximum amount of product (1.0 means a 100% yield; for example, 0.34 means a 34% yield). (1) The reactants are Cl.[NH:2]1[CH2:5][CH:4]([NH:6][C:7](=[O:13])[O:8][C:9]([CH3:12])([CH3:11])[CH3:10])[CH2:3]1.CCN(C(C)C)C(C)C.[Cl:23][C:24]1[CH:29]=[N:28][CH:27]=[C:26](Cl)[N:25]=1. The catalyst is CN(C=O)C. The product is [Cl:23][C:24]1[N:25]=[C:26]([N:2]2[CH2:5][CH:4]([NH:6][C:7](=[O:13])[O:8][C:9]([CH3:10])([CH3:12])[CH3:11])[CH2:3]2)[CH:27]=[N:28][CH:29]=1. The yield is 0.840. (2) The reactants are Cl[S:2]([C:5]1[CH:6]=[C:7]2[C:11](=[CH:12][CH:13]=1)[NH:10][C:9](=[O:14])[CH2:8]2)(=[O:4])=[O:3].[OH-].[NH4+:16]. The catalyst is C(O)C. The product is [NH2:16][S:2]([C:5]1[CH:6]=[C:7]2[C:11](=[CH:12][CH:13]=1)[NH:10][C:9](=[O:14])[CH2:8]2)(=[O:4])=[O:3]. The yield is 0.200. (3) The reactants are CC1(C)[O:6][C@@H:5]([C@@H:7]([OH:28])[C@H:8]([OH:27])[CH2:9][N:10]2[C:19]3[CH:18]=[CH:17][CH:16]=[C:15]4[C:20]([CH3:24])([CH3:23])[CH2:21][CH2:22][N:13]([C:14]=34)[C:12](=[O:25])[C:11]2=[O:26])[CH2:4][O:3]1. The catalyst is C(O)(=O)C.O. The product is [CH3:23][C:20]1([CH3:24])[C:15]2[C:14]3[N:13]([C:12](=[O:25])[C:11](=[O:26])[N:10]([CH2:9][C@@H:8]([OH:27])[C@H:7]([OH:28])[C@H:5]([OH:6])[CH2:4][OH:3])[C:19]=3[CH:18]=[CH:17][CH:16]=2)[CH2:22][CH2:21]1. The yield is 0.550. (4) The reactants are C(O[C:4](=[O:13])[C:5]1[CH:10]=[CH:9][CH:8]=[C:7]([O:11][CH3:12])[CH:6]=1)C.[H-].[Na+].[CH3:16][C:17]#[N:18]. The catalyst is C1(C)C=CC=CC=1. The product is [CH3:12][O:11][C:7]1[CH:6]=[C:5]([C:4](=[O:13])[CH2:16][C:17]#[N:18])[CH:10]=[CH:9][CH:8]=1. The yield is 0.500. (5) The reactants are [F:1][C:2]1([F:44])[CH2:7][C@H:6]([O:8][C:9]2[CH:14]=[CH:13][C:12]([S:15]([N:18](CC3C=CC(OC)=CC=3OC)[C:19]3[CH:24]=[CH:23][N:22]=[CH:21][N:20]=3)(=[O:17])=[O:16])=[C:11]([F:36])[C:10]=2[CH3:37])[C@@H:5]([C:38]2[N:42]([CH3:43])[N:41]=[CH:40][CH:39]=2)[CH2:4][CH2:3]1.C([SiH](CC)CC)C.FC(F)(F)C(O)=O. The product is [F:44][C:2]1([F:1])[CH2:7][C@H:6]([O:8][C:9]2[CH:14]=[CH:13][C:12]([S:15]([NH:18][C:19]3[CH:24]=[CH:23][N:22]=[CH:21][N:20]=3)(=[O:16])=[O:17])=[C:11]([F:36])[C:10]=2[CH3:37])[C@@H:5]([C:38]2[N:42]([CH3:43])[N:41]=[CH:40][CH:39]=2)[CH2:4][CH2:3]1. The catalyst is ClCCl. The yield is 0.790.